This data is from Full USPTO retrosynthesis dataset with 1.9M reactions from patents (1976-2016). The task is: Predict the reactants needed to synthesize the given product. (1) Given the product [C:1]([O:5][C:6](=[O:29])[NH:7][C:8]([C:10]1[S:11][C:12]([S:27][CH3:28])=[C:13]([S:15]([C:18]2[CH:19]=[C:20]([C:31]3[C:32]([NH2:41])=[CH:33][C:34]([N+:38]([O-:40])=[O:39])=[CH:35][C:36]=3[CH3:37])[CH:21]=[CH:22][CH:23]=2)(=[O:17])=[O:16])[CH:14]=1)=[NH:9])([CH3:4])([CH3:3])[CH3:2], predict the reactants needed to synthesize it. The reactants are: [C:1]([O:5][C:6](=[O:29])[NH:7][C:8]([C:10]1[S:11][C:12]([S:27][CH3:28])=[C:13]([S:15]([C:18]2[CH:23]=[CH:22][CH:21]=[C:20](B(O)O)[CH:19]=2)(=[O:17])=[O:16])[CH:14]=1)=[NH:9])([CH3:4])([CH3:3])[CH3:2].Br[C:31]1[C:36]([CH3:37])=[CH:35][C:34]([N+:38]([O-:40])=[O:39])=[CH:33][C:32]=1[NH2:41].C([O-])([O-])=O.[Na+].[Na+].C(O)C. (2) Given the product [C:35]([NH:34][C:30]1[CH:29]=[C:28]([CH:25]2[CH2:26][CH2:27][N:22]([CH2:21][CH2:20][CH2:19][NH:18][C:8](=[O:10])[C:7]([C:1]3[CH:2]=[CH:3][CH:4]=[CH:5][CH:6]=3)([C:12]3[CH:17]=[CH:16][CH:15]=[CH:14][CH:13]=3)[CH3:11])[CH2:23][CH2:24]2)[CH:33]=[CH:32][CH:31]=1)(=[O:39])[CH:36]([CH3:38])[CH3:37], predict the reactants needed to synthesize it. The reactants are: [C:1]1([C:7]([C:12]2[CH:17]=[CH:16][CH:15]=[CH:14][CH:13]=2)([CH3:11])[C:8]([OH:10])=O)[CH:6]=[CH:5][CH:4]=[CH:3][CH:2]=1.[NH2:18][CH2:19][CH2:20][CH2:21][N:22]1[CH2:27][CH2:26][CH:25]([C:28]2[CH:29]=[C:30]([NH:34][C:35](=[O:39])[CH:36]([CH3:38])[CH3:37])[CH:31]=[CH:32][CH:33]=2)[CH2:24][CH2:23]1. (3) Given the product [OH:10][B:9]1[C@@H:11]([NH:28][C:29]([C:31]2[CH:32]=[C:33]3[C:37](=[CH:38][CH:39]=2)[CH2:36][NH:35][CH2:34]3)=[O:30])[CH2:12][C:13]2[CH:25]=[CH:24][CH:23]=[C:15]([C:16]([OH:18])=[O:17])[C:14]=2[O:26]1, predict the reactants needed to synthesize it. The reactants are: CC12[O:10][B:9]([C@@H:11]([NH:28][C:29]([C:31]3[CH:32]=[C:33]4[C:37](=[CH:38][CH:39]=3)[CH2:36][NH:35][CH2:34]4)=[O:30])[CH2:12][C:13]3[C:14]([O:26]C)=[C:15]([CH:23]=[CH:24][CH:25]=3)[C:16]([O:18]C(C)(C)C)=[O:17])OC1CC1CC2C1(C)C.B(Cl)(Cl)Cl. (4) Given the product [CH2:1]([C:3]1[NH:7][C:6]2=[N:33][C:25]([CH3:24])=[CH:26][C:27]([CH3:28])=[C:5]2[N:4]=1)[CH3:2], predict the reactants needed to synthesize it. The reactants are: [CH2:1]([C:3]1[N:7](CC2C=CC3NC4C=CC=CC=4CCC=3C=2)[C:6]2[CH:24]=[C:25](C)[CH:26]=[C:27]([CH3:28])[C:5]=2[N:4]=1)[CH3:2].C(C1[NH:33]C2C(C)=CC(C)=CC=2N=1)C.